Dataset: Forward reaction prediction with 1.9M reactions from USPTO patents (1976-2016). Task: Predict the product of the given reaction. (1) Given the reactants [CH3:1][C:2]1[N:6]=[C:5]([C:7]2[C:8]3[CH2:19][CH2:18][C:14]4([CH2:17][O:16][CH2:15]4)[CH2:13][C:9]=3[S:10][C:11]=2[NH2:12])[O:4][N:3]=1.[CH:20]12[CH2:27][CH2:26][CH:23]([CH2:24][CH2:25]1)[C:22]1[C:28]([O:30][C:31](=[O:32])[C:21]2=1)=[O:29], predict the reaction product. The product is: [CH3:1][C:2]1[N:6]=[C:5]([C:7]2[C:8]3[CH2:19][CH2:18][C:14]4([CH2:15][O:16][CH2:17]4)[CH2:13][C:9]=3[S:10][C:11]=2[NH:12][C:31]([C:21]2[CH:20]3[CH2:27][CH2:26][CH:23]([CH2:24][CH2:25]3)[C:22]=2[C:28]([OH:30])=[O:29])=[O:32])[O:4][N:3]=1. (2) Given the reactants [O:1]=[C:2]1[CH2:7][C:6](=[O:8])[CH2:5][CH2:4][N:3]1[C:9]([O:11][C:12]([CH3:15])([CH3:14])[CH3:13])=[O:10].CCN(CC)CC.[F:23][C:24]([F:37])([F:36])[S:25](O[S:25]([C:24]([F:37])([F:36])[F:23])(=[O:27])=[O:26])(=[O:27])=[O:26], predict the reaction product. The product is: [O:1]=[C:2]1[CH:7]=[C:6]([O:8][S:25]([C:24]([F:37])([F:36])[F:23])(=[O:27])=[O:26])[CH2:5][CH2:4][N:3]1[C:9]([O:11][C:12]([CH3:15])([CH3:14])[CH3:13])=[O:10]. (3) Given the reactants [CH2:1]([O:8][C:9]1[CH:17]=[CH:16][C:12]([C:13]([O-])=[O:14])=[CH:11][C:10]=1[CH:18]([C:28]1[CH:33]=[CH:32][CH:31]=[CH:30][CH:29]=1)[CH2:19][CH2:20][N:21]([CH:25]([CH3:27])[CH3:26])[CH:22]([CH3:24])[CH3:23])[C:2]1[CH:7]=[CH:6][CH:5]=[CH:4][CH:3]=1.COCCO[AlH2-]OCCOC.[Na+].CO.O, predict the reaction product. The product is: [CH2:1]([O:8][C:9]1[CH:17]=[CH:16][C:12]([CH2:13][OH:14])=[CH:11][C:10]=1[C@@H:18]([C:28]1[CH:29]=[CH:30][CH:31]=[CH:32][CH:33]=1)[CH2:19][CH2:20][N:21]([CH:22]([CH3:23])[CH3:24])[CH:25]([CH3:26])[CH3:27])[C:2]1[CH:3]=[CH:4][CH:5]=[CH:6][CH:7]=1. (4) Given the reactants [Br:1][C:2]1[CH:3]=[C:4]([C:9]2[O:13][N:12]=[CH:11][C:10]=2[C:14](OCC)=[O:15])[CH:5]=[CH:6][C:7]=1[F:8].[H-].C([Al+]CC(C)C)C(C)C.Cl, predict the reaction product. The product is: [Br:1][C:2]1[CH:3]=[C:4]([C:9]2[O:13][N:12]=[CH:11][C:10]=2[CH2:14][OH:15])[CH:5]=[CH:6][C:7]=1[F:8]. (5) Given the reactants [F:1][C:2]1[CH:3]=[C:4]([CH:8]=[CH:9][C:10]=1[O:11][CH3:12])[C:5](O)=[O:6].C([N:15](CC)CC)C.C(OC(Cl)=O)C(C)C.N, predict the reaction product. The product is: [F:1][C:2]1[CH:3]=[C:4]([CH:8]=[CH:9][C:10]=1[O:11][CH3:12])[C:5]([NH2:15])=[O:6].